From a dataset of Forward reaction prediction with 1.9M reactions from USPTO patents (1976-2016). Predict the product of the given reaction. (1) Given the reactants [N+:1]([C:4]1[CH:9]=[CH:8][CH:7]=[CH:6][C:5]=1[OH:10])([O-:3])=[O:2].[H-].[Na+].[CH2:13](Br)[CH:14]=[CH2:15], predict the reaction product. The product is: [CH2:15]([O:10][C:5]1[CH:6]=[CH:7][CH:8]=[CH:9][C:4]=1[N+:1]([O-:3])=[O:2])[CH:14]=[CH2:13]. (2) Given the reactants [C:1]([C:5]1[CH:12]=[CH:11][C:8]([CH:9]=O)=[CH:7][CH:6]=1)([CH3:4])([CH3:3])[CH3:2].Cl.[F:14][C:15](F)([F:26])[O:16][C:17]1[CH:18]=[C:19]([CH2:23][CH2:24][NH2:25])[CH:20]=[CH:21][CH:22]=1.C(=O)([O-])[O-].[K+].[K+].[BH4-].[Na+].Cl, predict the reaction product. The product is: [C:1]([C:5]1[CH:12]=[CH:11][C:8]([CH2:9][NH:25][CH2:24][CH2:23][C:19]2[CH:20]=[CH:21][CH:22]=[C:17]([O:16][CH:15]([F:14])[F:26])[CH:18]=2)=[CH:7][CH:6]=1)([CH3:4])([CH3:3])[CH3:2]. (3) Given the reactants [CH2:1]([NH:4][CH2:5][C:6]#[CH:7])[C:2]#[CH:3].C([O-])([O-])=O.[K+].[K+].[CH2:14]([O:21][C:22](ON1C(=O)CCC1=O)=[O:23])[C:15]1[CH:20]=[CH:19][CH:18]=[CH:17][CH:16]=1, predict the reaction product. The product is: [CH2:14]([O:21][C:22](=[O:23])[N:4]([CH2:5][C:6]#[CH:7])[CH2:1][C:2]#[CH:3])[C:15]1[CH:20]=[CH:19][CH:18]=[CH:17][CH:16]=1. (4) Given the reactants [CH3:1][O:2][C:3]([C:5]1([C:10]#[N:11])[CH2:9][CH2:8][CH2:7][CH2:6]1)=[O:4], predict the reaction product. The product is: [CH3:1][O:2][C:3]([C:5]1([CH2:10][NH2:11])[CH2:6][CH2:7][CH2:8][CH2:9]1)=[O:4]. (5) Given the reactants [F:1][C:2]1[CH:3]=[N:4][C:5]2[C:10]([C:11]=1[CH2:12][CH2:13][N:14]1[CH2:20][C@H:19]3[C@H:16]([CH2:17][C@H:18]3O)[CH2:15]1)=[N:9][C:8]([O:22][CH3:23])=[CH:7][CH:6]=2.CCOC(/N=N/C(OCC)=O)=O.C1C=CC(P(C2C=CC=CC=2)C2C=CC=CC=2)=CC=1.[C:55]1(=[O:65])[NH:59][C:58](=[O:60])[C:57]2=[CH:61][CH:62]=[CH:63][CH:64]=[C:56]12, predict the reaction product. The product is: [F:1][C:2]1[CH:3]=[N:4][C:5]2[C:10]([C:11]=1[CH2:12][CH2:13][N:14]1[CH2:20][C@H:19]3[C@H:16]([CH2:17][C@@H:18]3[N:59]3[C:55](=[O:65])[C:56]4[C:57](=[CH:61][CH:62]=[CH:63][CH:64]=4)[C:58]3=[O:60])[CH2:15]1)=[N:9][C:8]([O:22][CH3:23])=[CH:7][CH:6]=2. (6) Given the reactants [C:1]([O:5][C:6]([N:8]1[CH2:13][CH2:12][C:11]([CH2:22][NH2:23])([NH:14][C:15]([O:17][C:18]([CH3:21])([CH3:20])[CH3:19])=[O:16])[CH2:10][CH2:9]1)=[O:7])([CH3:4])([CH3:3])[CH3:2].C(N(CC)CC)C.[Cl:31][C:32]1[CH:40]=[CH:39][C:35]([C:36](Cl)=[O:37])=[CH:34][CH:33]=1.[OH-].[Na+], predict the reaction product. The product is: [C:1]([O:5][C:6]([N:8]1[CH2:13][CH2:12][C:11]([NH:14][C:15]([O:17][C:18]([CH3:21])([CH3:20])[CH3:19])=[O:16])([CH2:22][NH:23][C:36](=[O:37])[C:35]2[CH:39]=[CH:40][C:32]([Cl:31])=[CH:33][CH:34]=2)[CH2:10][CH2:9]1)=[O:7])([CH3:4])([CH3:3])[CH3:2]. (7) The product is: [C:1]([O:5][C:6]([N:8]1[C:17]2[C:12](=[CH:13][CH:14]=[CH:15][CH:16]=2)[C:11]([OH:18])([CH3:19])[CH2:10][CH2:9]1)=[O:7])([CH3:4])([CH3:2])[CH3:3]. Given the reactants [C:1]([O:5][C:6]([N:8]1[C:17]2[C:12](=[CH:13][CH:14]=[CH:15][CH:16]=2)[C:11](=[O:18])[CH2:10][CH2:9]1)=[O:7])([CH3:4])([CH3:3])[CH3:2].[CH3:19][Mg]Br.CCOCC, predict the reaction product. (8) Given the reactants [F:1][C:2]1[CH:7]=[CH:6][C:5]([C:8]2[CH2:17][CH2:16][C:11]3([O:15][CH2:14][CH2:13][O:12]3)[CH2:10][CH:9]=2)=[CH:4][CH:3]=1, predict the reaction product. The product is: [F:1][C:2]1[CH:7]=[CH:6][C:5]([CH:8]2[CH2:17][CH2:16][C:11]3([O:12][CH2:13][CH2:14][O:15]3)[CH2:10][CH2:9]2)=[CH:4][CH:3]=1.